The task is: Predict the product of the given reaction.. This data is from Forward reaction prediction with 1.9M reactions from USPTO patents (1976-2016). (1) Given the reactants [C:1]([N:4]1[C:12]2[C:7](=[CH:8][C:9]([N+:17]([O-])=O)=[C:10]([S:13]([OH:16])(=[O:15])=[O:14])[CH:11]=2)[CH2:6][CH2:5]1)(=[O:3])[CH3:2].CN(C=O)C, predict the reaction product. The product is: [C:1]([N:4]1[C:12]2[C:7](=[CH:8][C:9]([NH2:17])=[C:10]([S:13]([OH:16])(=[O:15])=[O:14])[CH:11]=2)[CH2:6][CH2:5]1)(=[O:3])[CH3:2]. (2) Given the reactants [NH2:1][C:2]1[O:3][C:4]2[C:9]([CH:10]([C:14]3[CH:19]=[C:18]([O:20][CH3:21])[C:17]([O:22][CH3:23])=[C:16]([Br:24])[CH:15]=3)[C:11]=1[C:12]#[N:13])=[CH:8][CH:7]=[C:6]1[C:25]([NH2:29])=[CH:26][CH:27]=[CH:28][C:5]=21.[C:30](=O)([O-])[O-].[K+].[K+].IC, predict the reaction product. The product is: [NH2:1][C:2]1[O:3][C:4]2[C:9]([CH:10]([C:14]3[CH:19]=[C:18]([O:20][CH3:21])[C:17]([O:22][CH3:23])=[C:16]([Br:24])[CH:15]=3)[C:11]=1[C:12]#[N:13])=[CH:8][CH:7]=[C:6]1[C:25]([NH:29][CH3:30])=[CH:26][CH:27]=[CH:28][C:5]=21. (3) Given the reactants Br[CH2:2][C:3]([C:5]1[CH:10]=[CH:9][CH:8]=[CH:7][C:6]=1[OH:11])=[O:4].[N-:12]=[N+:13]=[N-:14].[Na+], predict the reaction product. The product is: [N:12]([CH2:2][C:3]([C:5]1[CH:10]=[CH:9][CH:8]=[CH:7][C:6]=1[OH:11])=[O:4])=[N+:13]=[N-:14]. (4) Given the reactants C(OC(=O)[NH:7][CH:8]([CH:41]([CH3:43])[CH3:42])[C:9]([NH:11][C@H:12]1[CH2:17][CH2:16][C@H:15]([NH:18][C:19]2[C:28]3[C:23](=[CH:24][CH:25]=[C:26]([C:29]4[CH:34]=[C:33]([F:35])[C:32]([OH:36])=[C:31]([Cl:37])[CH:30]=4)[N:27]=3)[N:22]=[CH:21][C:20]=2[C:38](=[O:40])[CH3:39])[CH2:14][CH2:13]1)=[O:10])(C)(C)C.C(O)(C(F)(F)F)=O.C1(N)C(F)=C(F)C(F)=C(N)C=1F.[ClH:64].Cl, predict the reaction product. The product is: [ClH:37].[ClH:64].[C:38]([C:20]1[CH:21]=[N:22][C:23]2[C:28]([C:19]=1[NH:18][C@H:15]1[CH2:16][CH2:17][C@H:12]([NH:11][C:9](=[O:10])[CH:8]([NH2:7])[CH:41]([CH3:43])[CH3:42])[CH2:13][CH2:14]1)=[N:27][C:26]([C:29]1[CH:34]=[C:33]([F:35])[C:32]([OH:36])=[C:31]([Cl:37])[CH:30]=1)=[CH:25][CH:24]=2)(=[O:40])[CH3:39]. (5) Given the reactants [C:1]([O:5][C:6]([N:8]1[CH2:13][CH2:12][N:11]([C:14]2[N:15]=[C:16]3[S:23][C:22]([C:24]4[CH:25]=[C:26]([CH:30]=[CH:31][CH:32]=4)[C:27](O)=[O:28])=[N:21][N:17]3[C:18](=[O:20])[CH:19]=2)[CH2:10][CH2:9]1)=[O:7])([CH3:4])([CH3:3])[CH3:2].[C:33]([O:37][C:38](=[O:41])[CH2:39][NH2:40])([CH3:36])([CH3:35])[CH3:34].C1CN([P+](ON2N=NC3C=CC=CC2=3)(N2CCCC2)N2CCCC2)CC1.F[P-](F)(F)(F)(F)F.C(NC(C)C)(C)C, predict the reaction product. The product is: [C:33]([O:37][C:38](=[O:41])[CH2:39][NH:40][C:27]([C:26]1[CH:25]=[C:24]([C:22]2[S:23][C:16]3=[N:15][C:14]([N:11]4[CH2:10][CH2:9][N:8]([C:6]([O:5][C:1]([CH3:3])([CH3:2])[CH3:4])=[O:7])[CH2:13][CH2:12]4)=[CH:19][C:18](=[O:20])[N:17]3[N:21]=2)[CH:32]=[CH:31][CH:30]=1)=[O:28])([CH3:36])([CH3:35])[CH3:34]. (6) Given the reactants [F:1][C:2]1[CH:7]=[CH:6][C:5]([C@@H:8]([NH:10][C:11]2[N:16]=[C:15]([N:17]3[CH2:22][CH2:21][CH:20]([C:23]([O:25]CC)=[O:24])[CH2:19][CH2:18]3)[CH:14]=[C:13]([NH:28][C:29]3[CH:34]=[N:33][CH:32]=[CH:31][N:30]=3)[N:12]=2)[CH3:9])=[CH:4][CH:3]=1.[OH-].[Na+], predict the reaction product. The product is: [F:1][C:2]1[CH:3]=[CH:4][C:5]([C@@H:8]([NH:10][C:11]2[N:16]=[C:15]([N:17]3[CH2:22][CH2:21][CH:20]([C:23]([OH:25])=[O:24])[CH2:19][CH2:18]3)[CH:14]=[C:13]([NH:28][C:29]3[CH:34]=[N:33][CH:32]=[CH:31][N:30]=3)[N:12]=2)[CH3:9])=[CH:6][CH:7]=1. (7) Given the reactants [CH3:1][N:2]([CH3:23])[CH2:3][CH2:4][N:5]1[CH2:10][CH2:9][O:8][C:7]2[CH:11]=[CH:12][C:13]([NH:15][C:16]([C:18]3[S:19][CH:20]=[CH:21][CH:22]=3)=[NH:17])=[CH:14][C:6]1=2.[ClH:24], predict the reaction product. The product is: [ClH:24].[ClH:24].[CH3:1][N:2]([CH3:23])[CH2:3][CH2:4][N:5]1[CH2:10][CH2:9][O:8][C:7]2[CH:11]=[CH:12][C:13]([NH:15][C:16]([C:18]3[S:19][CH:20]=[CH:21][CH:22]=3)=[NH:17])=[CH:14][C:6]1=2. (8) Given the reactants [CH2:1]([O:8][C:9]1[CH:10]=[CH:11][CH:12]=[C:13]2[C:18]=1[N:17]=[C:16]([C:19]([O:21][CH2:22][C:23]1[CH:28]=[CH:27][CH:26]=[CH:25][CH:24]=1)=[O:20])[CH:15]=[CH:14]2)[C:2]1[CH:7]=[CH:6][CH:5]=[CH:4][CH:3]=1.[Br:29]C1C(=O)C(Br)=CC(Br)(Br)C=1, predict the reaction product. The product is: [CH2:22]([O:21][C:19]([C:16]1[CH:15]=[CH:14][C:13]2[C:18](=[C:9]([O:8][CH2:1][C:2]3[CH:3]=[CH:4][CH:5]=[CH:6][CH:7]=3)[CH:10]=[CH:11][C:12]=2[Br:29])[N:17]=1)=[O:20])[C:23]1[CH:28]=[CH:27][CH:26]=[CH:25][CH:24]=1. (9) Given the reactants C(OC(=O)[NH:7][C:8]1[CH:13]=[CH:12][C:11]([N:14]2[CH:18]=[CH:17][CH:16]=[CH:15]2)=[CH:10][C:9]=1[NH2:19])(C)(C)C.C(O[C:26](=[O:38])[CH2:27][C:28]([C:30]1[CH:35]=[CH:34][N:33]=[C:32]([C:36]#[N:37])[CH:31]=1)=O)(C)(C)C.C(O)(C(F)(F)F)=O, predict the reaction product. The product is: [O:38]=[C:26]1[CH2:27][C:28]([C:30]2[CH:35]=[CH:34][N:33]=[C:32]([C:36]#[N:37])[CH:31]=2)=[N:7][C:8]2[CH:13]=[CH:12][C:11]([N:14]3[CH:18]=[CH:17][CH:16]=[CH:15]3)=[CH:10][C:9]=2[NH:19]1.